From a dataset of Forward reaction prediction with 1.9M reactions from USPTO patents (1976-2016). Predict the product of the given reaction. (1) Given the reactants [Cl:1][C:2]1[CH:7]=[CH:6][C:5]([C@@H:8]([NH2:10])[CH3:9])=[CH:4][CH:3]=1.[Cl:11][C:12]1[CH:17]=[CH:16][CH:15]=[CH:14][C:13]=1[CH2:18][N:19]1[C:24](=[O:25])[C:23]([C:26]([NH:28][CH2:29][C:30]([O:32]CC)=[O:31])=[O:27])=[C:22]([OH:35])[C:21]([C:36](OC)=[O:37])=[C:20]1[OH:40], predict the reaction product. The product is: [Cl:1][C:2]1[CH:7]=[CH:6][C:5]([C@@H:8]([NH:10][C:36]([C:21]2[C:22]([OH:35])=[C:23]([C:26]([NH:28][CH2:29][C:30]([OH:32])=[O:31])=[O:27])[C:24](=[O:25])[N:19]([CH2:18][C:13]3[CH:14]=[CH:15][CH:16]=[CH:17][C:12]=3[Cl:11])[C:20]=2[OH:40])=[O:37])[CH3:9])=[CH:4][CH:3]=1. (2) Given the reactants [NH:1]1[CH2:6][CH2:5][CH:4]([C:7]([N:9]2[CH2:14][CH2:13][CH2:12][CH2:11][CH2:10]2)=O)[CH2:3][CH2:2]1.[H-].[H-].[H-].[H-].[Li+].[Al+3], predict the reaction product. The product is: [N:9]1([CH2:7][CH:4]2[CH2:3][CH2:2][NH:1][CH2:6][CH2:5]2)[CH2:10][CH2:11][CH2:12][CH2:13][CH2:14]1. (3) Given the reactants [C:1](NCCCl)([O:3][C:4]([CH3:7])([CH3:6])[CH3:5])=[O:2].[CH3:12][CH2:13][N:14](CC)CC.C(Cl)Cl, predict the reaction product. The product is: [C:1]([CH2:12][CH2:13][NH2:14])([O:3][C:4]([CH3:5])([CH3:6])[CH3:7])=[O:2]. (4) Given the reactants CN(C(ON1N=NC2C=CC=CC1=2)=[N+](C)C)C.F[P-](F)(F)(F)(F)F.CCN(C(C)C)C(C)C.[F:34][C:35]1[CH:43]=[C:42]2[C:38]([C:39]([C:45]3[N:46]=[C:47]4[C:53]([C:54](O)=[O:55])=[CH:52][N:51]([CH2:57][O:58][CH2:59][CH2:60][Si:61]([CH3:64])([CH3:63])[CH3:62])[C:48]4=[N:49][CH:50]=3)=[N:40][N:41]2[CH3:44])=[CH:37][CH:36]=1.[NH2:65][CH:66]([CH3:75])[CH:67]([CH:69]1[CH2:74][CH2:73][O:72][CH2:71][CH2:70]1)[OH:68].C([O-])(O)=O.[Na+], predict the reaction product. The product is: [OH:68][CH:67]([CH:69]1[CH2:70][CH2:71][O:72][CH2:73][CH2:74]1)[CH:66]([NH:65][C:54]([C:53]1[C:47]2[C:48](=[N:49][CH:50]=[C:45]([C:39]3[C:38]4[C:42](=[CH:43][C:35]([F:34])=[CH:36][CH:37]=4)[N:41]([CH3:44])[N:40]=3)[N:46]=2)[N:51]([CH2:57][O:58][CH2:59][CH2:60][Si:61]([CH3:63])([CH3:62])[CH3:64])[CH:52]=1)=[O:55])[CH3:75]. (5) Given the reactants [Cl:1][C:2]1[CH:7]=[CH:6][CH:5]=[C:4]([Cl:8])[C:3]=1[C:9]1[C:13]([CH2:14][O:15][C:16]2[N:21]=[C:20]([C:22]([F:25])([F:24])[F:23])[C:19]([N:26]([CH3:38])[C:27](=[O:37])[C:28]3[CH:36]=[CH:35][C:31]([C:32]([OH:34])=O)=[CH:30][CH:29]=3)=[CH:18][CH:17]=2)=[C:12]([CH:39]([CH3:41])[CH3:40])[O:11][N:10]=1.C(Cl)(=O)C(Cl)=O.C[N:49](C)C=O, predict the reaction product. The product is: [Cl:1][C:2]1[CH:7]=[CH:6][CH:5]=[C:4]([Cl:8])[C:3]=1[C:9]1[C:13]([CH2:14][O:15][C:16]2[N:21]=[C:20]([C:22]([F:25])([F:24])[F:23])[C:19]([N:26]([CH3:38])[C:27](=[O:37])[C:28]3[CH:29]=[CH:30][C:31]([C:32]([NH2:49])=[O:34])=[CH:35][CH:36]=3)=[CH:18][CH:17]=2)=[C:12]([CH:39]([CH3:40])[CH3:41])[O:11][N:10]=1. (6) Given the reactants [Cl:1][C:2]1[C:3]2[N:4]([C:8]([CH:11]3[CH2:14][CH2:13][CH2:12]3)=[N:9][CH:10]=2)[CH:5]=[CH:6][N:7]=1.[Br:15]Br, predict the reaction product. The product is: [Br:15][C:10]1[N:9]=[C:8]([CH:11]2[CH2:14][CH2:13][CH2:12]2)[N:4]2[CH:5]=[CH:6][N:7]=[C:2]([Cl:1])[C:3]=12. (7) Given the reactants [Cl:1][C:2]1[CH:3]=[C:4]2[C:10]3([CH2:14][CH2:13][N:12]([C:15]([O:17][CH3:18])=[O:16])[CH2:11]3)[CH2:9][N:8]([C:19](=[O:36])[NH:20][C:21]3[S:22][C:23]([S:26][CH2:27][CH2:28][O:29]C4CCCCO4)=[CH:24][N:25]=3)[C:5]2=[CH:6][CH:7]=1.Cl.C(=O)([O-])O.[Na+], predict the reaction product. The product is: [Cl:1][C:2]1[CH:3]=[C:4]2[C:10]3([CH2:14][CH2:13][N:12]([C:15]([O:17][CH3:18])=[O:16])[CH2:11]3)[CH2:9][N:8]([C:19](=[O:36])[NH:20][C:21]3[S:22][C:23]([S:26][CH2:27][CH2:28][OH:29])=[CH:24][N:25]=3)[C:5]2=[CH:6][CH:7]=1. (8) Given the reactants C(OC([N:8]1[CH2:13][CH2:12][CH:11]([O:14][C:15]2[CH:20]=[CH:19][C:18]([C:21]3[CH2:26][CH2:25][C:24](=[O:27])[NH:23][N:22]=3)=[C:17]([F:28])[CH:16]=2)[CH2:10][CH2:9]1)=O)(C)(C)C, predict the reaction product. The product is: [F:28][C:17]1[CH:16]=[C:15]([O:14][CH:11]2[CH2:12][CH2:13][NH:8][CH2:9][CH2:10]2)[CH:20]=[CH:19][C:18]=1[C:21]1[CH2:26][CH2:25][C:24](=[O:27])[NH:23][N:22]=1. (9) Given the reactants [Cl:1][C:2]1[CH:3]=[C:4]([C:15]2[CH:20]=[C:19]([Cl:21])[CH:18]=[CH:17][C:16]=2[O:22]C)[CH:5]=[CH:6][C:7]=1[C:8]([N:10]1[CH2:14][CH2:13][CH2:12][CH2:11]1)=[O:9].B(Br)(Br)Br, predict the reaction product. The product is: [Cl:1][C:2]1[CH:3]=[C:4]([C:15]2[CH:20]=[C:19]([Cl:21])[CH:18]=[CH:17][C:16]=2[OH:22])[CH:5]=[CH:6][C:7]=1[C:8]([N:10]1[CH2:11][CH2:12][CH2:13][CH2:14]1)=[O:9]. (10) The product is: [NH2:3][C:4]1[C:12]2[C:7](=[CH:8][CH:9]=[CH:10][C:11]=2[F:13])[C:6]([C:21]2[CH:22]=[C:23]([CH2:28][CH3:29])[C:24](=[O:27])[N:25]([CH2:31][CH3:32])[CH:26]=2)([C:14]2[CH:19]=[CH:18][N:17]=[C:16]([Br:20])[CH:15]=2)[N:5]=1. Given the reactants [H-].[Na+].[NH2:3][C:4]1[C:12]2[C:7](=[CH:8][CH:9]=[CH:10][C:11]=2[F:13])[C:6]([C:21]2[CH:22]=[C:23]([CH2:28][CH3:29])[C:24](=[O:27])[NH:25][CH:26]=2)([C:14]2[CH:19]=[CH:18][N:17]=[C:16]([Br:20])[CH:15]=2)[N:5]=1.I[CH2:31][CH3:32], predict the reaction product.